From a dataset of Full USPTO retrosynthesis dataset with 1.9M reactions from patents (1976-2016). Predict the reactants needed to synthesize the given product. The reactants are: [F-].[Cs+].[C:3]([C:5]1[CH:6]=[C:7](OB(O)O)[CH:8]=[CH:9][C:10]=1[F:11])#[N:4].Cl[C:17]1[CH:18]=[C:19]([CH:24]=[CH:25][N:26]=1)[C:20]([O:22][CH3:23])=[O:21]. Given the product [C:3]([C:5]1[CH:6]=[C:7]([C:17]2[CH:18]=[C:19]([CH:24]=[CH:25][N:26]=2)[C:20]([O:22][CH3:23])=[O:21])[CH:8]=[CH:9][C:10]=1[F:11])#[N:4], predict the reactants needed to synthesize it.